Dataset: Reaction yield outcomes from USPTO patents with 853,638 reactions. Task: Predict the reaction yield, written as a fraction of the theoretical maximum amount of product (1.0 means a 100% yield; for example, 0.34 means a 34% yield). (1) The reactants are [O:1]1[CH2:6][CH2:5][CH2:4][CH2:3][CH:2]1[O:7][CH2:8][C:9]1([N:12]2[C:16]3[N:17]=[CH:18][N:19]=[CH:20][C:15]=3[CH:14]=[CH:13]2)[CH2:11][CH2:10]1.[I:21]N1C(=O)CCC1=O. The catalyst is CN(C=O)C. The product is [I:21][C:14]1[C:15]2[CH:20]=[N:19][CH:18]=[N:17][C:16]=2[N:12]([C:9]2([CH2:8][O:7][CH:2]3[CH2:3][CH2:4][CH2:5][CH2:6][O:1]3)[CH2:11][CH2:10]2)[CH:13]=1. The yield is 0.790. (2) The reactants are [F-:1].[K+].[CH2:3]1OCCOCCOCCOCCOCCOC1.Br[CH2:22][C:23]([C:25]1[CH:33]=[CH:32][C:28]([C:29]([OH:31])=[O:30])=[CH:27][CH:26]=1)=[O:24]. The catalyst is C(#N)C.O. The product is [CH3:3][O:31][C:29](=[O:30])[C:28]1[CH:32]=[CH:33][C:25]([C:23](=[O:24])[CH2:22][F:1])=[CH:26][CH:27]=1. The yield is 0.310. (3) The reactants are C[C:2]1[N:7]=[C:6]([C:8]#CC(C2CCNCC2)O)[CH:5]=[CH:4][CH:3]=1.[Br:18][C:19]1[CH:24]=[CH:23][CH:22]=[C:21]([C:25]#[C:26][CH:27]=[C:28]2[CH2:33][CH2:32][NH:31][CH2:30][CH2:29]2)[N:20]=1.Cl[C:35]1C([N+]([O-])=O)=CC=C(C)[N:36]=1. No catalyst specified. The product is [CH3:8][C:6]1[CH:5]=[CH:4][C:3]([C:35]#[N:36])=[C:2]([N:31]2[CH2:32][CH2:33][C:28](=[CH:27][C:26]#[C:25][C:21]3[CH:22]=[CH:23][CH:24]=[C:19]([Br:18])[N:20]=3)[CH2:29][CH2:30]2)[N:7]=1. The yield is 0.950. (4) The reactants are Cl[C:2]1[CH:7]=[C:6]([NH:8][C:9]2[CH:19]=[CH:18][CH:17]=[CH:16][C:10]=2[C:11]([NH:13][O:14][CH3:15])=[O:12])[C:5]([Cl:20])=[CH:4][N:3]=1.[CH3:21][C:22]1[CH:26]=[C:25]([NH2:27])[N:24]([CH:28]([CH3:30])[CH3:29])[N:23]=1.C(=O)([O-])[O-].[Cs+].[Cs+].C1C=CC(P(C2C(C3C(P(C4C=CC=CC=4)C4C=CC=CC=4)=CC=C4C=3C=CC=C4)=C3C(C=CC=C3)=CC=2)C2C=CC=CC=2)=CC=1. The catalyst is C([O-])(=O)C.[Pd+2].C([O-])(=O)C. The product is [Cl:20][C:5]1[C:6]([NH:8][C:9]2[CH:19]=[CH:18][CH:17]=[CH:16][C:10]=2[C:11]([NH:13][O:14][CH3:15])=[O:12])=[CH:7][C:2]([NH:27][C:25]2[N:24]([CH:28]([CH3:30])[CH3:29])[N:23]=[C:22]([CH3:21])[CH:26]=2)=[N:3][CH:4]=1. The yield is 0.150. (5) The reactants are [C:1]([C:4]1[C:13]2[C:8](=[CH:9][CH:10]=[CH:11][CH:12]=2)[CH:7]=[CH:6][CH:5]=1)(=[O:3])[CH3:2].C(O)C.[H-].[Na+].Cl.[C:20](=O)([O:24]CC)[O:21][CH2:22][CH3:23]. The catalyst is O. The product is [C:4]1([C:1]([CH2:2][C:20]([O:21][CH2:22][CH3:23])=[O:24])=[O:3])[C:13]2[C:8](=[CH:9][CH:10]=[CH:11][CH:12]=2)[CH:7]=[CH:6][CH:5]=1. The yield is 0.950. (6) The reactants are [Cl:1][C:2]1[CH:18]=[CH:17][C:5]2[CH2:6][CH2:7][N:8]([C:11](=[O:16])[C:12]([F:15])([F:14])[F:13])[CH2:9][CH2:10][C:4]=2[C:3]=1OS(C(F)(F)F)(=O)=O.[N:27]1([CH2:33][C:34]2[CH:41]=[CH:40][C:37]([CH2:38][NH2:39])=[CH:36][CH:35]=2)[CH2:32][CH2:31][O:30][CH2:29][CH2:28]1. No catalyst specified. The product is [Cl:1][C:2]1[CH:18]=[CH:17][C:5]2[CH2:6][CH2:7][N:8]([C:11](=[O:16])[C:12]([F:15])([F:14])[F:13])[CH2:9][CH2:10][C:4]=2[C:3]=1[NH:39][CH2:38][C:37]1[CH:36]=[CH:35][C:34]([CH2:33][N:27]2[CH2:32][CH2:31][O:30][CH2:29][CH2:28]2)=[CH:41][CH:40]=1. The yield is 0.670.